Dataset: Experimentally validated miRNA-target interactions with 360,000+ pairs, plus equal number of negative samples. Task: Binary Classification. Given a miRNA mature sequence and a target amino acid sequence, predict their likelihood of interaction. The miRNA is hsa-miR-664b-5p with sequence UGGGCUAAGGGAGAUGAUUGGGUA. The protein sequence of the target gene is MHPARPALWAAALTALTLLRGPPVARAGAGAVGAGPVVRCEPCDARALSQCAPPPTAPACTELVREPGCGCCLTCALREGDACGVYTERCGTGLRCQPRPAEQYPLRALLNGRGFCANASAAGSLSTYLPSQPAPGNISESEEEHNAGSVESQVVPSTHRVTDSKFHPLHAKMDVIKKGHARDSQRYKVDYESQSTDTQNFSSESKRETEYGPCRREMEDTLNHLKFLNVLSPRGVHIPNCDKKGFYKKKQCRPSKGRKRGFCWCVDKYGQPLPGYDTKGKDDVHCLSVQSQ. Result: 0 (no interaction).